Predict the reactants needed to synthesize the given product. From a dataset of Retrosynthesis with 50K atom-mapped reactions and 10 reaction types from USPTO. (1) Given the product CCOCC(=O)N(c1c(C)ccc([N+](=O)[O-])c1C)C(C)C(=O)OC, predict the reactants needed to synthesize it. The reactants are: CCOCC(=O)Nc1c(C)ccc([N+](=O)[O-])c1C.COC(=O)C(C)Br. (2) Given the product CC(C)C1OC(=O)Nc2ccc(OCCCSc3ccc(Cl)c(Cl)c3)cc21, predict the reactants needed to synthesize it. The reactants are: CC(C)C1OC(=O)Nc2ccc(OCCCCl)cc21.Sc1ccc(Cl)c(Cl)c1. (3) Given the product CN(C)CCC(Oc1cccc2ccccc12)c1cccs1, predict the reactants needed to synthesize it. The reactants are: CN(C)CCC(O)c1cccs1.Fc1cccc2ccccc12. (4) Given the product Cc1ccc(C#N)cc1NC1CCN(C(=O)CNC(=O)c2cc(-c3ccccc3)[nH]n2)CC1, predict the reactants needed to synthesize it. The reactants are: Cc1ccc(C#N)cc1NC1CCNCC1.O=C(O)CNC(=O)c1cc(-c2ccccc2)[nH]n1. (5) Given the product Cc1cc(O)cc2c1C(CC(=O)OC(C)(C)C)OB2O, predict the reactants needed to synthesize it. The reactants are: Cc1cc(OC2CCCCO2)cc2c1C(CC(=O)OC(C)(C)C)OB2O.